This data is from Reaction yield outcomes from USPTO patents with 853,638 reactions. The task is: Predict the reaction yield, written as a fraction of the theoretical maximum amount of product (1.0 means a 100% yield; for example, 0.34 means a 34% yield). (1) The reactants are [C:1]([O:5][C:6]1[CH:14]=[C:13]2[C:9]([CH:10]=[C:11]([C:15]([CH3:18])([CH3:17])[CH3:16])[NH:12]2)=[CH:8][C:7]=1[N+:19]([O-])=O)([CH3:4])([CH3:3])[CH3:2]. The catalyst is CO.[Ni]. The product is [C:1]([O:5][C:6]1[CH:14]=[C:13]2[C:9]([CH:10]=[C:11]([C:15]([CH3:18])([CH3:17])[CH3:16])[NH:12]2)=[CH:8][C:7]=1[NH2:19])([CH3:4])([CH3:3])[CH3:2]. The yield is 0.320. (2) The reactants are [H-].[Na+].[F:3][C:4]([F:19])([F:18])[C:5]([NH:7][C:8]1[CH:13]=[CH:12][C:11]([CH3:14])=[CH:10][C:9]=1[N+:15]([O-:17])=[O:16])=[O:6].[CH3:20][O:21][C:22](=[O:31])[C:23]1[CH:28]=[CH:27][C:26]([CH2:29]Br)=[CH:25][CH:24]=1. The catalyst is CCCCCC.CN(C=O)C. The product is [CH3:20][O:21][C:22](=[O:31])[C:23]1[CH:28]=[CH:27][C:26]([CH2:29][N:7]([C:8]2[CH:13]=[CH:12][C:11]([CH3:14])=[CH:10][C:9]=2[N+:15]([O-:17])=[O:16])[C:5](=[O:6])[C:4]([F:18])([F:19])[F:3])=[CH:25][CH:24]=1. The yield is 0.590. (3) The reactants are [CH3:1][O:2][C:3]1[CH:8]=[CH:7][C:6]([C@@H:9]([NH:11][C@@H:12]2[C:21]3[N:20]=[CH:19][CH:18]=[CH:17][C:16]=3[CH2:15][CH2:14][C@@H:13]2[CH2:22][CH2:23][CH2:24]O)[CH3:10])=[CH:5][CH:4]=1.C(N(CC)C(C)C)(C)C.CS(Cl)(=O)=O. The catalyst is CN(C)C1C=CN=CC=1.ClCCl. The product is [CH3:1][O:2][C:3]1[CH:4]=[CH:5][C:6]([C@@H:9]([N:11]2[C@H:12]3[C@H:13]([CH2:14][CH2:15][C:16]4[C:21]3=[N:20][CH:19]=[CH:18][CH:17]=4)[CH2:22][CH2:23][CH2:24]2)[CH3:10])=[CH:7][CH:8]=1. The yield is 0.910. (4) The reactants are [CH2:1]([O:3][C:4]([C:6]1[O:7][C:8]2[CH:15]=[CH:14][C:13]([Br:16])=[C:12]([OH:17])[C:9]=2[C:10]=1[CH3:11])=[O:5])[CH3:2].IC.[C:20]([O-])([O-])=O.[K+].[K+]. The catalyst is CN(C=O)C. The product is [CH2:1]([O:3][C:4]([C:6]1[O:7][C:8]2[CH:15]=[CH:14][C:13]([Br:16])=[C:12]([O:17][CH3:20])[C:9]=2[C:10]=1[CH3:11])=[O:5])[CH3:2]. The yield is 0.880. (5) The reactants are C(O[C:9]([N:11]1[CH2:16][CH2:15][N:14]([C:17](=[O:25])[C@H:18]([OH:24])[CH2:19][C:20]([O:22][CH3:23])=[O:21])[CH2:13][CH2:12]1)=O)C1C=CC=CC=1.ClC1[C:36]2[C:31](=[CH:32][C:33]([CH3:37])=[CH:34][CH:35]=2)[N:30]=[C:29]([C:38]2[CH:43]=[CH:42][CH:41]=[CH:40][C:39]=2[OH:44])[N:28]=1.C(N(CC)CC)C. The catalyst is [Pd].CO. The product is [OH:24][C@@H:18]([C:17]([N:14]1[CH2:13][CH2:12][N:11]([C:9]2[C:36]3[C:31](=[CH:32][C:33]([CH3:37])=[CH:34][CH:35]=3)[N:30]=[C:29]([C:38]3[CH:43]=[CH:42][CH:41]=[CH:40][C:39]=3[OH:44])[N:28]=2)[CH2:16][CH2:15]1)=[O:25])[CH2:19][C:20]([O:22][CH3:23])=[O:21]. The yield is 0.570. (6) The reactants are [O-:1][N+:2]1[C:11]2[C:6](=[CH:7][CH:8]=[CH:9][CH:10]=2)[C:5]2[N:12]3[C@@H:18]([CH2:19][CH2:20][CH2:21][NH:22][C:23](=[O:29])[O:24][C:25]([CH3:28])([CH3:27])[CH3:26])[CH2:17][O:16][CH2:15][C:13]3=[N:14][C:4]=2[CH:3]=1.[NH4+:30].[OH-].C1(C)C=CC(S(Cl)(=O)=O)=CC=1.O. The catalyst is C(Cl)Cl. The product is [NH4+:2].[OH-:1].[NH2:30][C:3]1[C:4]2[N:14]=[C:13]3[CH2:15][O:16][CH2:17][C@H:18]([CH2:19][CH2:20][CH2:21][NH:22][C:23](=[O:29])[O:24][C:25]([CH3:28])([CH3:27])[CH3:26])[N:12]3[C:5]=2[C:6]2[C:11](=[CH:10][CH:9]=[CH:8][CH:7]=2)[N:2]=1. The yield is 0.00400.